This data is from Forward reaction prediction with 1.9M reactions from USPTO patents (1976-2016). The task is: Predict the product of the given reaction. (1) Given the reactants [CH3:1][O:2][C:3]1[CH:4]=[CH:5][C:6]2[O:10][C:9](S)=[N:8][C:7]=2[CH:12]=1.CN(C=O)C.S(Cl)([Cl:20])=O, predict the reaction product. The product is: [Cl:20][C:9]1[O:10][C:6]2[CH:5]=[CH:4][C:3]([O:2][CH3:1])=[CH:12][C:7]=2[N:8]=1. (2) Given the reactants Cl[C:2]1[N:7]=[C:6]([N:8]2[CH2:12][CH2:11][CH2:10][CH:9]2[C:13]2[O:17][N:16]=[C:15]([C:18]3[CH:23]=[CH:22][CH:21]=[CH:20][N:19]=3)[CH:14]=2)[N:5]=[C:4]([NH:24][C:25]2[CH:29]=[C:28]([CH3:30])[NH:27][N:26]=2)[CH:3]=1.[NH:31]1[CH2:36][CH2:35][O:34][CH2:33][CH2:32]1, predict the reaction product. The product is: [O:34]1[CH2:35][CH2:36][N:31]([C:2]2[N:7]=[C:6]([N:8]3[CH2:12][CH2:11][CH2:10][CH:9]3[C:13]3[O:17][N:16]=[C:15]([C:18]4[CH:23]=[CH:22][CH:21]=[CH:20][N:19]=4)[CH:14]=3)[N:5]=[C:4]([NH:24][C:25]3[CH:29]=[C:28]([CH3:30])[NH:27][N:26]=3)[CH:3]=2)[CH2:32][CH2:33]1.